The task is: Predict the reactants needed to synthesize the given product.. This data is from Full USPTO retrosynthesis dataset with 1.9M reactions from patents (1976-2016). (1) Given the product [ClH:23].[CH:1]1([N:6]2[CH2:11][CH2:10][CH:9]([C:12]3[CH:13]=[CH:14][C:15]([NH2:18])=[CH:16][CH:17]=3)[CH2:8][CH2:7]2)[CH2:2][CH2:3][CH2:4][CH2:5]1, predict the reactants needed to synthesize it. The reactants are: [CH:1]1([N:6]2[CH2:11][CH2:10][CH:9]([C:12]3[CH:17]=[CH:16][C:15]([N+:18]([O-])=O)=[CH:14][CH:13]=3)[CH2:8][CH2:7]2)[CH2:5][CH2:4][CH2:3][CH2:2]1.[H][H].[ClH:23]. (2) Given the product [CH3:11][O:12][C:13]([C:15]1([CH3:26])[C:23]2[C:18](=[CH:19][C:20]([Br:24])=[CH:21][CH:22]=2)[CH2:17][CH2:16]1)=[O:14], predict the reactants needed to synthesize it. The reactants are: C[Si]([N-][Si](C)(C)C)(C)C.[Li+].[CH3:11][O:12][C:13]([CH:15]1[C:23]2[C:18](=[CH:19][C:20]([Br:24])=[CH:21][CH:22]=2)[CH2:17][CH2:16]1)=[O:14].I[CH3:26]. (3) Given the product [Br:1][C:22]1[C:15]([CH:12]2[CH2:13][CH2:14]2)=[C:16]([F:24])[C:17]([OH:23])=[C:18]([CH:21]=1)[CH:19]=[O:20], predict the reactants needed to synthesize it. The reactants are: [Br:1]N1C(=O)NC(=O)N(Br)C1=O.[CH:12]1([C:15]2[CH:22]=[CH:21][C:18]([CH:19]=[O:20])=[C:17]([OH:23])[C:16]=2[F:24])[CH2:14][CH2:13]1.S([O-])([O-])(=O)=S.[Na+].[Na+]. (4) The reactants are: [F:1][C:2]1[CH:10]=[C:9]([CH3:11])[C:5]([C:6]([OH:8])=O)=[CH:4][N:3]=1.[CH3:12][C:13]1[C:14]([N:20]2[CH2:25][CH2:24][NH:23][CH2:22][CH2:21]2)=[N:15][CH:16]=[C:17]([CH3:19])[CH:18]=1. Given the product [CH3:12][C:13]1[C:14]([N:20]2[CH2:21][CH2:22][N:23]([C:6]([C:5]3[CH:4]=[N:3][C:2]([F:1])=[CH:10][C:9]=3[CH3:11])=[O:8])[CH2:24][CH2:25]2)=[N:15][CH:16]=[C:17]([CH3:19])[CH:18]=1, predict the reactants needed to synthesize it. (5) The reactants are: [NH2:1][C:2]1[N:7]=[C:6]([C:8]2[CH:15]=[C:14]([F:16])[C:11]([CH:12]=O)=[C:10]([F:17])[CH:9]=2)[CH:5]=[CH:4][N:3]=1.C(=O)([O-])[O-].[Na+].[Na+].Cl.[NH2:25]O.[CH3:27][CH2:28][OH:29]. Given the product [C:12]([C:11]1[C:14]([F:16])=[CH:15][C:8]([C:6]2[CH:5]=[CH:4][N:3]=[C:2]([NH:1][C:28](=[O:29])[CH3:27])[N:7]=2)=[CH:9][C:10]=1[F:17])#[N:25], predict the reactants needed to synthesize it. (6) Given the product [ClH:1].[F:2][C:3]1[CH:8]=[C:7]([C:9]2[CH:14]=[CH:13][NH:12][C:11](=[O:15])[CH:10]=2)[CH:6]=[C:5]([OH:17])[C:4]=1[C:18]1[N:19]=[N:20][C:21]([N:24]([CH3:35])[CH:25]2[CH2:30][C:29]([CH3:31])([CH3:32])[NH:28][C:27]([CH3:34])([CH3:33])[CH2:26]2)=[CH:22][CH:23]=1, predict the reactants needed to synthesize it. The reactants are: [ClH:1].[F:2][C:3]1[C:4]([C:18]2[N:19]=[N:20][C:21]([N:24]([CH3:35])[CH:25]3[CH2:30][C:29]([CH3:32])([CH3:31])[NH:28][C:27]([CH3:34])([CH3:33])[CH2:26]3)=[CH:22][CH:23]=2)=[C:5]([OH:17])[CH:6]=[C:7]([C:9]2[CH:14]=[CH:13][N:12]=[C:11]([O:15]C)[CH:10]=2)[CH:8]=1.Cl.N1C=CC=CC=1.Cl. (7) Given the product [Br:1][C:2]1[CH:11]=[CH:10][CH:9]=[C:8]2[C:3]=1[CH:4]=[CH:5][C:6]([O:14][CH3:13])=[N:7]2, predict the reactants needed to synthesize it. The reactants are: [Br:1][C:2]1[CH:11]=[CH:10][CH:9]=[C:8]2[C:3]=1[CH:4]=[CH:5][C:6](Cl)=[N:7]2.[CH3:13][O-:14].[Na+].